This data is from Full USPTO retrosynthesis dataset with 1.9M reactions from patents (1976-2016). The task is: Predict the reactants needed to synthesize the given product. Given the product [ClH:1].[ClH:1].[CH3:2][O:3][C:4]1[CH:5]=[C:6]([C:14]2[CH:34]=[CH:33][C:17]([C:18]([N:20]3[CH2:21][CH2:22][N:23]([CH2:26][C:27]4[CH:32]=[CH:31][C:30]([CH2:26][N:23]5[CH2:22][CH2:21][N:20]([C:18](=[O:19])[C:17]6[CH:33]=[CH:34][C:14]([C:6]7[CH:7]=[C:8]([O:12][CH3:13])[C:9]([O:10][CH3:11])=[C:4]([O:3][CH3:2])[CH:5]=7)=[CH:15][CH:16]=6)[CH2:25][CH2:24]5)=[CH:29][CH:28]=4)[CH2:24][CH2:25]3)=[O:19])=[CH:16][CH:15]=2)[CH:7]=[C:8]([O:12][CH3:13])[C:9]=1[O:10][CH3:11], predict the reactants needed to synthesize it. The reactants are: [ClH:1].[CH3:2][O:3][C:4]1[CH:5]=[C:6]([C:14]2[CH:34]=[CH:33][C:17]([C:18]([N:20]3[CH2:25][CH2:24][N:23]([CH2:26][C:27]4[CH:32]=[CH:31][CH:30]=[CH:29][CH:28]=4)[CH2:22][CH2:21]3)=[O:19])=[CH:16][CH:15]=2)[CH:7]=[C:8]([O:12][CH3:13])[C:9]=1[O:10][CH3:11].